Dataset: Forward reaction prediction with 1.9M reactions from USPTO patents (1976-2016). Task: Predict the product of the given reaction. (1) Given the reactants [CH2:1]([N:8]1[C:16]2[CH2:15][CH2:14][NH:13][CH2:12][C:11]=2[C:10]([C:17]2[CH:22]=[CH:21][C:20]([Cl:23])=[CH:19][CH:18]=2)=[CH:9]1)[C:2]1[CH:7]=[CH:6][CH:5]=[CH:4][CH:3]=1.[C:24](O)(=O)[CH3:25].C(=O)C.[BH-](OC(C)=O)(OC(C)=O)OC(C)=O.[Na+], predict the reaction product. The product is: [CH2:1]([N:8]1[C:16]2[CH2:15][CH2:14][N:13]([CH2:24][CH3:25])[CH2:12][C:11]=2[C:10]([C:17]2[CH:18]=[CH:19][C:20]([Cl:23])=[CH:21][CH:22]=2)=[CH:9]1)[C:2]1[CH:3]=[CH:4][CH:5]=[CH:6][CH:7]=1. (2) Given the reactants [CH3:1][O:2][C@H:3]1[CH2:8][CH2:7][C@H:6]([N:9]([CH3:21])[C:10]([C:12]2[CH:20]=[CH:19][C:15]3=[N:16][O:17][N:18]=[C:14]3[CH:13]=2)=O)[CH2:5][CH2:4]1.P12(SP3(SP(SP(S3)(S1)=S)(=S)S2)=S)=[S:23], predict the reaction product. The product is: [CH3:1][O:2][C@H:3]1[CH2:8][CH2:7][C@H:6]([N:9]([CH3:21])[C:10]([C:12]2[CH:20]=[CH:19][C:15]3=[N:16][O:17][N:18]=[C:14]3[CH:13]=2)=[S:23])[CH2:5][CH2:4]1. (3) Given the reactants Cl[C:2]1[CH:7]=[C:6]([O:8][C:9]2[C:10]([CH3:16])=[N:11][C:12]([CH3:15])=[CH:13][CH:14]=2)[CH:5]=[CH:4][N:3]=1.[NH2:17][C:18]1[CH:19]=[C:20]([CH:25]=[CH:26][CH:27]=1)[C:21]([O:23][CH3:24])=[O:22].C([O-])([O-])=O.[Cs+].[Cs+].CC1(C)C2C(=C(P(C3C=CC=CC=3)C3C=CC=CC=3)C=CC=2)OC2C(P(C3C=CC=CC=3)C3C=CC=CC=3)=CC=CC1=2, predict the reaction product. The product is: [CH3:16][C:10]1[C:9]([O:8][C:6]2[CH:5]=[CH:4][N:3]=[C:2]([NH:17][C:18]3[CH:19]=[C:20]([CH:25]=[CH:26][CH:27]=3)[C:21]([O:23][CH3:24])=[O:22])[CH:7]=2)=[CH:14][CH:13]=[C:12]([CH3:15])[N:11]=1.